From a dataset of Reaction yield outcomes from USPTO patents with 853,638 reactions. Predict the reaction yield, written as a fraction of the theoretical maximum amount of product (1.0 means a 100% yield; for example, 0.34 means a 34% yield). (1) The reactants are [C:1]([C:4]1[CH:5]=[C:6]([C:22]([O:24][CH3:25])=[O:23])[CH:7]=[C:8]2[C:13]=1[O:12][C:11]([N:14]1[CH2:19][CH2:18][O:17][C@H:16]([CH3:20])[CH2:15]1)=[CH:10][C:9]2=[O:21])(=[O:3])[CH3:2].C(Cl)Cl.[BH4-].[Na+]. The catalyst is CO. The product is [OH:3][CH:1]([C:4]1[CH:5]=[C:6]([C:22]([O:24][CH3:25])=[O:23])[CH:7]=[C:8]2[C:13]=1[O:12][C:11]([N:14]1[CH2:19][CH2:18][O:17][C@H:16]([CH3:20])[CH2:15]1)=[CH:10][C:9]2=[O:21])[CH3:2]. The yield is 0.860. (2) The reactants are [O:1]1[C:5]2[CH:6]=[CH:7][C:8]([O:10][C:11]3[N:33]=[CH:32][CH:31]=[CH:30][C:12]=3[C:13]([NH:15][CH2:16][C:17]3[CH:22]=[CH:21][C:20]([O:23][C@@H:24]([C:26](=O)[NH2:27])[CH3:25])=[CH:19][C:18]=3[F:29])=[O:14])=[CH:9][C:4]=2[O:3][CH2:2]1.Cl[CH2:35]Cl.[CH3:37][OH:38].ClCCl. No catalyst specified. The product is [CH2:37]([O:38][C:26](=[NH:27])[C@H:24]([O:23][C:20]1[CH:21]=[CH:22][C:17]([CH2:16][NH:15][C:13]([C:12]2[C:11]([O:10][C:8]3[CH:7]=[CH:6][C:5]4[O:1][CH2:2][O:3][C:4]=4[CH:9]=3)=[N:33][CH:32]=[CH:31][CH:30]=2)=[O:14])=[C:18]([F:29])[CH:19]=1)[CH3:25])[CH3:35]. The yield is 0.380. (3) The reactants are [N:1]1([CH2:7][C:8]2[CH:13]=[CH:12][C:11]([NH:14][C:15](=[S:37])[NH:16][NH:17][C:18](=O)[C:19]3[CH:24]=[C:23]([CH:25]([CH3:27])[CH3:26])[C:22]([O:28][CH2:29][O:30][CH3:31])=[CH:21][C:20]=3[O:32][CH2:33][O:34][CH3:35])=[CH:10][CH:9]=2)[CH2:6][CH2:5][O:4][CH2:3][CH2:2]1. The catalyst is [OH-].[Na+]. The product is [CH:25]([C:23]1[C:22]([O:28][CH2:29][O:30][CH3:31])=[CH:21][C:20]([O:32][CH2:33][O:34][CH3:35])=[C:19]([C:18]2[N:14]([C:11]3[CH:12]=[CH:13][C:8]([CH2:7][N:1]4[CH2:6][CH2:5][O:4][CH2:3][CH2:2]4)=[CH:9][CH:10]=3)[C:15](=[S:37])[NH:16][N:17]=2)[CH:24]=1)([CH3:27])[CH3:26]. The yield is 0.416. (4) The reactants are [NH2:1][C:2]1[C:7]([N+:8]([O-:10])=[O:9])=[CH:6][CH:5]=[CH:4][N:3]=1.S(=O)(=O)(O)O.[I:16]I.S([O-])([O-])(=O)=S.[Na+].[Na+]. The catalyst is O.C(O)(=O)C. The product is [I:16][C:5]1[CH:6]=[C:7]([N+:8]([O-:10])=[O:9])[C:2]([NH2:1])=[N:3][CH:4]=1. The yield is 0.790. (5) The reactants are [C:1]1([S:11]([C:14]2[C:22]3[C:17](=[CH:18][CH:19]=[C:20]([O:23][CH:24]4[CH2:28][CH2:27][NH:26][CH2:25]4)[CH:21]=3)[NH:16][N:15]=2)(=[O:13])=[O:12])[C:10]2[C:5](=[CH:6][CH:7]=[CH:8][CH:9]=2)[CH:4]=[CH:3][CH:2]=1.[CH:29]1[CH:34]=[CH:33][C:32]([CH2:35][CH:36]=O)=[CH:31][CH:30]=1.C(O)(=O)C.C(O[BH-](OC(=O)C)OC(=O)C)(=O)C.[Na+].[OH-].[Na+]. The catalyst is ClCCCl. The product is [C:1]1([S:11]([C:14]2[C:22]3[C:17](=[CH:18][CH:19]=[C:20]([O:23][CH:24]4[CH2:28][CH2:27][N:26]([CH2:36][CH2:35][C:32]5[CH:33]=[CH:34][CH:29]=[CH:30][CH:31]=5)[CH2:25]4)[CH:21]=3)[NH:16][N:15]=2)(=[O:12])=[O:13])[C:10]2[C:5](=[CH:6][CH:7]=[CH:8][CH:9]=2)[CH:4]=[CH:3][CH:2]=1. The yield is 0.365. (6) The reactants are [NH:1]1[C:5]2=[N:6][CH:7]=[CH:8][CH:9]=[C:4]2[CH:3]=[C:2]1[CH:10]=[O:11].[H-].[Na+].FC(F)(F)S(O[CH2:20][C:21]([F:24])([F:23])[F:22])(=O)=O. The catalyst is CN(C)C=O. The product is [F:22][C:21]([F:24])([F:23])[CH2:20][N:1]1[C:5]2=[N:6][CH:7]=[CH:8][CH:9]=[C:4]2[CH:3]=[C:2]1[CH:10]=[O:11]. The yield is 0.930.